Dataset: NCI-60 drug combinations with 297,098 pairs across 59 cell lines. Task: Regression. Given two drug SMILES strings and cell line genomic features, predict the synergy score measuring deviation from expected non-interaction effect. (1) Drug 1: CC1=C2C(C(=O)C3(C(CC4C(C3C(C(C2(C)C)(CC1OC(=O)C(C(C5=CC=CC=C5)NC(=O)OC(C)(C)C)O)O)OC(=O)C6=CC=CC=C6)(CO4)OC(=O)C)O)C)O. Drug 2: C1=NC(=NC(=O)N1C2C(C(C(O2)CO)O)O)N. Cell line: BT-549. Synergy scores: CSS=31.3, Synergy_ZIP=-8.15, Synergy_Bliss=0.820, Synergy_Loewe=2.06, Synergy_HSA=2.07. (2) Drug 2: C1=NC(=NC(=O)N1C2C(C(C(O2)CO)O)O)N. Synergy scores: CSS=20.4, Synergy_ZIP=-2.62, Synergy_Bliss=1.07, Synergy_Loewe=-3.53, Synergy_HSA=0.0374. Cell line: OVCAR3. Drug 1: C1=CC(=CC=C1CC(C(=O)O)N)N(CCCl)CCCl.Cl. (3) Drug 1: C1=CC=C(C=C1)NC(=O)CCCCCCC(=O)NO. Drug 2: COC1=C2C(=CC3=C1OC=C3)C=CC(=O)O2. Cell line: OVCAR3. Synergy scores: CSS=11.0, Synergy_ZIP=-0.946, Synergy_Bliss=5.89, Synergy_Loewe=0.860, Synergy_HSA=3.23. (4) Drug 1: CC1OCC2C(O1)C(C(C(O2)OC3C4COC(=O)C4C(C5=CC6=C(C=C35)OCO6)C7=CC(=C(C(=C7)OC)O)OC)O)O. Drug 2: CNC(=O)C1=NC=CC(=C1)OC2=CC=C(C=C2)NC(=O)NC3=CC(=C(C=C3)Cl)C(F)(F)F. Cell line: NCI-H522. Synergy scores: CSS=27.0, Synergy_ZIP=-4.71, Synergy_Bliss=-1.76, Synergy_Loewe=-0.987, Synergy_HSA=-0.0159. (5) Drug 1: C1=NC2=C(N=C(N=C2N1C3C(C(C(O3)CO)O)O)F)N. Drug 2: B(C(CC(C)C)NC(=O)C(CC1=CC=CC=C1)NC(=O)C2=NC=CN=C2)(O)O. Cell line: M14. Synergy scores: CSS=19.1, Synergy_ZIP=-7.81, Synergy_Bliss=-11.6, Synergy_Loewe=-28.0, Synergy_HSA=-9.05. (6) Drug 1: CC(C)NC(=O)C1=CC=C(C=C1)CNNC.Cl. Drug 2: CC1C(C(CC(O1)OC2CC(CC3=C2C(=C4C(=C3O)C(=O)C5=CC=CC=C5C4=O)O)(C(=O)C)O)N)O. Cell line: HL-60(TB). Synergy scores: CSS=36.8, Synergy_ZIP=3.95, Synergy_Bliss=0.160, Synergy_Loewe=-24.4, Synergy_HSA=0.161. (7) Drug 1: CCCS(=O)(=O)NC1=C(C(=C(C=C1)F)C(=O)C2=CNC3=C2C=C(C=N3)C4=CC=C(C=C4)Cl)F. Drug 2: CN(CC1=CN=C2C(=N1)C(=NC(=N2)N)N)C3=CC=C(C=C3)C(=O)NC(CCC(=O)O)C(=O)O. Cell line: UO-31. Synergy scores: CSS=25.7, Synergy_ZIP=-4.64, Synergy_Bliss=-3.23, Synergy_Loewe=-8.14, Synergy_HSA=-1.62.